This data is from Full USPTO retrosynthesis dataset with 1.9M reactions from patents (1976-2016). The task is: Predict the reactants needed to synthesize the given product. The reactants are: [CH2:1]([O:8][C:9]1[CH:18]=[CH:17][C:16]([F:19])=[C:15]2[C:10]=1[CH2:11][CH2:12][CH2:13][CH:14]2[C:20](O)=[O:21])[C:2]1[CH:7]=[CH:6][CH:5]=[CH:4][CH:3]=1.[NH2:23][C:24]1[CH:25]=[CH:26][C:27]([CH:30]([CH3:32])[CH3:31])=[N:28][CH:29]=1. Given the product [CH2:1]([O:8][C:9]1[CH:18]=[CH:17][C:16]([F:19])=[C:15]2[C:10]=1[CH2:11][CH2:12][CH2:13][CH:14]2[C:20]([NH:23][C:24]1[CH:29]=[N:28][C:27]([CH:30]([CH3:32])[CH3:31])=[CH:26][CH:25]=1)=[O:21])[C:2]1[CH:3]=[CH:4][CH:5]=[CH:6][CH:7]=1, predict the reactants needed to synthesize it.